This data is from Full USPTO retrosynthesis dataset with 1.9M reactions from patents (1976-2016). The task is: Predict the reactants needed to synthesize the given product. (1) Given the product [C:1]([NH:5][S:6]([C:9]1[CH:17]=[C:16]2[C:12]([C:13]([CH:18]3[CH2:23][CH2:22][CH2:21][CH2:20][CH2:19]3)=[C:14]([Br:24])[NH:15]2)=[CH:11][CH:10]=1)(=[O:7])=[O:8])([CH3:4])([CH3:2])[CH3:3], predict the reactants needed to synthesize it. The reactants are: [C:1]([NH:5][S:6]([C:9]1[CH:17]=[C:16]2[C:12]([C:13]([CH:18]3[CH2:23][CH2:22][CH2:21][CH2:20][CH2:19]3)=[CH:14][NH:15]2)=[CH:11][CH:10]=1)(=[O:8])=[O:7])([CH3:4])([CH3:3])[CH3:2].[BrH:24].[NH+]1C=CC=CC=1.S([O-])(O)=O.[Na+]. (2) The reactants are: [Cl:1][C:2]1[C:3]2[CH:10]=[C:9](I)[N:8]([S:12]([C:15]3[CH:20]=[CH:19][CH:18]=[CH:17][CH:16]=3)(=[O:14])=[O:13])[C:4]=2[N:5]=[CH:6][N:7]=1.O1CCCC1.O.[CH3:27][S:28]([N:31]1[CH2:36][CH:35]=[C:34](B2OC(C)(C)C(C)(C)O2)[CH2:33][CH2:32]1)(=[O:30])=[O:29].C(=O)([O-])[O-].[Cs+].[Cs+]. Given the product [Cl:1][C:2]1[C:3]2[CH:10]=[C:9]([C:34]3[CH2:35][CH2:36][N:31]([S:28]([CH3:27])(=[O:30])=[O:29])[CH2:32][CH:33]=3)[N:8]([S:12]([C:15]3[CH:20]=[CH:19][CH:18]=[CH:17][CH:16]=3)(=[O:14])=[O:13])[C:4]=2[N:5]=[CH:6][N:7]=1, predict the reactants needed to synthesize it. (3) The reactants are: CON(C)[C:4]([C:6]1[CH:7]=[N:8][C:9]([CH3:12])=[CH:10][CH:11]=1)=[O:5].[CH3:14][Li]. Given the product [CH3:12][C:9]1[N:8]=[CH:7][C:6]([C:4](=[O:5])[CH3:14])=[CH:11][CH:10]=1, predict the reactants needed to synthesize it. (4) Given the product [N:26]1([C:2]2[CH:3]=[C:4]([CH:7]=[CH:8][C:9]=2[O:17][C:11]2[CH:16]=[CH:15][CH:14]=[CH:13][CH:12]=2)[C:5]#[N:6])[CH:30]=[CH:29][N:28]=[CH:27]1, predict the reactants needed to synthesize it. The reactants are: Cl[C:2]1[CH:3]=[C:4]([CH:7]=[CH:8][C:9]=1F)[C:5]#[N:6].[C:11]1([OH:17])[CH:16]=[CH:15][CH:14]=[CH:13][CH:12]=1.C(=O)([O-])[O-].[K+].[K+].[H-].[Na+].[NH:26]1[CH:30]=[CH:29][N:28]=[CH:27]1. (5) Given the product [C:1]([O:5][CH2:6][CH2:7][CH2:8][CH2:9][CH2:10][CH2:11][CH2:12][CH2:13][CH2:14][CH2:15][CH2:16][CH2:17][CH2:18][CH2:19][CH2:20][CH2:21][CH2:22][CH2:23][CH2:24][CH3:25])(=[O:4])[CH:2]=[CH2:3].[C:26]([O:31][CH2:32][CH2:33][CH2:34][CH2:35][CH2:36][CH2:37][CH2:38][CH2:39][CH2:40][CH2:41][CH2:42][CH3:43])(=[O:30])[C:27]([CH3:29])=[CH2:28].[C:47]1(=[O:48])[O:49][C:44](=[O:50])[CH:45]=[CH:46]1, predict the reactants needed to synthesize it. The reactants are: [C:1]([O:5][CH2:6][CH2:7][CH2:8][CH2:9][CH2:10][CH2:11][CH2:12][CH2:13][CH2:14][CH2:15][CH2:16][CH2:17][CH2:18][CH2:19][CH2:20][CH2:21][CH2:22][CH2:23][CH2:24][CH3:25])(=[O:4])[CH:2]=[CH2:3].[C:26]([O:31][CH2:32][CH2:33][CH2:34][CH2:35][CH2:36][CH2:37][CH2:38][CH2:39][CH2:40][CH2:41][CH2:42][CH3:43])(=[O:30])[C:27]([CH3:29])=[CH2:28].[C:44]1(=[O:50])[O:49][C:47](=[O:48])[CH:46]=[CH:45]1.